Dataset: Reaction yield outcomes from USPTO patents with 853,638 reactions. Task: Predict the reaction yield, written as a fraction of the theoretical maximum amount of product (1.0 means a 100% yield; for example, 0.34 means a 34% yield). The product is [F:31][C:28]([F:29])([F:30])[C:26]1[CH:25]=[C:24]([S:32]([N:8]2[CH2:9][CH2:10][CH2:11][C:6]3([C:2](=[O:12])[NH:3][CH2:4][CH2:5]3)[CH2:7]2)(=[O:33])=[O:34])[CH:23]=[C:22]([C:21]([F:37])([F:36])[F:20])[CH:27]=1. The yield is 0.0800. The reactants are Cl.[C:2]1(=[O:12])[C:6]2([CH2:11][CH2:10][CH2:9][NH:8][CH2:7]2)[CH2:5][CH2:4][NH:3]1.C(N(CC)CC)C.[F:20][C:21]([F:37])([F:36])[C:22]1[CH:23]=[C:24]([S:32](Cl)(=[O:34])=[O:33])[CH:25]=[C:26]([C:28]([F:31])([F:30])[F:29])[CH:27]=1. The catalyst is ClCCl.